Dataset: Forward reaction prediction with 1.9M reactions from USPTO patents (1976-2016). Task: Predict the product of the given reaction. (1) Given the reactants [Cl:1][C:2]1[CH:9]=[CH:8][C:5]([CH:6]=O)=[C:4]([OH:10])[CH:3]=1.C(N(CC)CC)C.[CH3:18][C:19]1(C)[O:26]C(=O)CC(=O)[O:20]1.[OH-].[Na+], predict the reaction product. The product is: [Cl:1][C:2]1[CH:9]=[CH:8][C:5]([CH2:6][CH2:18][C:19]([OH:26])=[O:20])=[C:4]([OH:10])[CH:3]=1. (2) Given the reactants O.[OH-].[Li+].C([O:7][CH2:8][C:9]1[CH:14]=[C:13]([C:15]([N:17]2[CH2:22][CH2:21][CH:20]([N:23]3[CH2:26][C:25]([CH2:49][C:50]#[N:51])([N:27]4[CH:31]=[C:30]([C:32]5[C:33]6[CH:40]=[CH:39][N:38](COCC[Si](C)(C)C)[C:34]=6[N:35]=[CH:36][N:37]=5)[CH:29]=[N:28]4)[CH2:24]3)[CH2:19][CH2:18]2)=[O:16])[N:12]=[C:11]([C:52]([F:55])([F:54])[F:53])[N:10]=1)(=O)C.Cl, predict the reaction product. The product is: [OH:7][CH2:8][C:9]1[N:10]=[C:11]([C:52]([F:55])([F:54])[F:53])[N:12]=[C:13]([C:15]([N:17]2[CH2:22][CH2:21][CH:20]([N:23]3[CH2:26][C:25]([CH2:49][C:50]#[N:51])([N:27]4[CH:31]=[C:30]([C:32]5[C:33]6[CH:40]=[CH:39][NH:38][C:34]=6[N:35]=[CH:36][N:37]=5)[CH:29]=[N:28]4)[CH2:24]3)[CH2:19][CH2:18]2)=[O:16])[CH:14]=1. (3) Given the reactants [CH3:1][C:2]([C:6]1[NH:7][C:8]2[C:13]([C:14]=1[CH2:15][CH2:16][NH2:17])=[CH:12][CH:11]=[CH:10][CH:9]=2)([CH3:5])[CH:3]=[CH2:4].CCN(CC)CC.[CH2:25]([O:32][C:33](Cl)=[O:34])[C:26]1[CH:31]=[CH:30][CH:29]=[CH:28][CH:27]=1, predict the reaction product. The product is: [C:26]1([CH2:25][O:32][C:33](=[O:34])[NH:17][CH2:16][CH2:15][C:14]2[C:13]3[C:8](=[CH:9][CH:10]=[CH:11][CH:12]=3)[NH:7][C:6]=2[C:2]([CH3:1])([CH3:5])[CH:3]=[CH2:4])[CH:31]=[CH:30][CH:29]=[CH:28][CH:27]=1. (4) Given the reactants Cl[C:2]1[C:11]2[N:10]=[C:9]([O:12][CH3:13])[C:8](=[O:14])[N:7]([CH3:15])[C:6]=2[N:5]=[CH:4][N:3]=1.[NH:16]1[CH2:21][CH2:20][C:19]2([C:29]3[C:24](=[CH:25][CH:26]=[CH:27][CH:28]=3)[NH:23][C:22]2=[O:30])[CH2:18][CH2:17]1.C(N(CC)CC)C, predict the reaction product. The product is: [CH3:13][O:12][C:9]1[C:8](=[O:14])[N:7]([CH3:15])[C:6]2[N:5]=[CH:4][N:3]=[C:2]([N:16]3[CH2:21][CH2:20][C:19]4([C:29]5[C:24](=[CH:25][CH:26]=[CH:27][CH:28]=5)[NH:23][C:22]4=[O:30])[CH2:18][CH2:17]3)[C:11]=2[N:10]=1. (5) Given the reactants [C:1]([C:4]1[CH:29]=[CH:28][C:7]([O:8][CH2:9][C:10]2[CH:15]=[CH:14][C:13]([CH:16]([N:25]=[N+]=[N-])[C:17]3[CH:18]=[C:19]([CH:22]=[CH:23][CH:24]=3)[C:20]#[N:21])=[CH:12][CH:11]=2)=[C:6]([CH2:30][CH2:31][CH3:32])[C:5]=1[OH:33])(=[O:3])[CH3:2].C1(P(C2C=CC=CC=2)C2C=CC=CC=2)C=CC=CC=1.O, predict the reaction product. The product is: [C:1]([C:4]1[CH:29]=[CH:28][C:7]([O:8][CH2:9][C:10]2[CH:11]=[CH:12][C:13]([CH:16]([NH2:25])[C:17]3[CH:18]=[C:19]([CH:22]=[CH:23][CH:24]=3)[C:20]#[N:21])=[CH:14][CH:15]=2)=[C:6]([CH2:30][CH2:31][CH3:32])[C:5]=1[OH:33])(=[O:3])[CH3:2]. (6) Given the reactants [C:1]([O:5][C:6]([N:8]1[C@H:12]([C:13]2[CH:18]=[CH:17][CH:16]=[CH:15][CH:14]=2)[CH2:11][CH2:10][C@@H:9]1[C:19](N(OC)C)=[O:20])=[O:7])([CH3:4])([CH3:3])[CH3:2].[H-].[H-].[H-].[H-].[Li+].[Al+3].S(=O)(=O)(O)[O-].[K+].O, predict the reaction product. The product is: [C:1]([O:5][C:6]([N:8]1[C@H:12]([C:13]2[CH:14]=[CH:15][CH:16]=[CH:17][CH:18]=2)[CH2:11][CH2:10][C@@H:9]1[CH:19]=[O:20])=[O:7])([CH3:4])([CH3:3])[CH3:2]. (7) Given the reactants C[CH2:11][O:10][C:8](/N=N/[C:8]([O:10][CH2:11]C)=[O:9])=[O:9].[CH2:13]([N:15]1[C:21]2[N:22]=[CH:23][C:24]([CH2:26][CH2:27]O)=[CH:25][C:20]=2[C:19](=[O:29])[N:18]([CH3:30])[C:17]2[CH:31]=[CH:32][CH:33]=[N:34][C:16]1=2)[CH3:14].[OH:35][C:36]1[CH:41]=[CH:40][C:39]([C:42]2[CH:47]=[CH:46][C:45](C(OC)=O)=[CH:44][CH:43]=2)=[CH:38][C:37]=1[CH3:52].C1C=CC(P(C2C=CC=CC=2)C2C=CC=CC=2)=CC=1, predict the reaction product. The product is: [CH2:13]([N:15]1[C:21]2[N:22]=[CH:23][C:24]([CH2:26][CH2:27][O:35][C:36]3[CH:41]=[CH:40][C:39]([C:42]4[CH:43]=[CH:44][CH:45]=[C:46]([C:8]([O:10][CH3:11])=[O:9])[CH:47]=4)=[CH:38][C:37]=3[CH3:52])=[CH:25][C:20]=2[C:19](=[O:29])[N:18]([CH3:30])[C:17]2[CH:31]=[CH:32][CH:33]=[N:34][C:16]1=2)[CH3:14]. (8) The product is: [F:25][C:26]1[N:27]=[CH:28][CH:29]=[CH:30][C:31]=1[C:32]([C:2]1[N:7]=[C:6]([N:8]2[CH2:13][CH2:12][N:11]([C:14]([O:16][C:17]([CH3:20])([CH3:19])[CH3:18])=[O:15])[C@@H:10]([CH2:21][CH:22]([CH3:24])[CH3:23])[CH2:9]2)[CH:5]=[N:4][CH:3]=1)=[O:33]. Given the reactants I[C:2]1[N:7]=[C:6]([N:8]2[CH2:13][CH2:12][N:11]([C:14]([O:16][C:17]([CH3:20])([CH3:19])[CH3:18])=[O:15])[C@@H:10]([CH2:21][CH:22]([CH3:24])[CH3:23])[CH2:9]2)[CH:5]=[N:4][CH:3]=1.[F:25][C:26]1[C:31]([C:32](N(OC)C)=[O:33])=[CH:30][CH:29]=[CH:28][N:27]=1, predict the reaction product. (9) Given the reactants CN([CH:4]=[C:5]1[C:11](=O)[C:10]2[CH:13]=[C:14]([CH3:18])[C:15]([CH3:17])=[CH:16][C:9]=2[NH:8][C:7](=[O:19])[CH2:6]1)C.Cl.[CH3:21][O:22][C:23]1[CH:28]=[CH:27][C:26]([CH2:29][C:30]([NH2:32])=[NH:31])=[CH:25][CH:24]=1, predict the reaction product. The product is: [CH3:21][O:22][C:23]1[CH:24]=[CH:25][C:26]([CH2:29][C:30]2[N:32]=[CH:4][C:5]3[CH2:6][C:7](=[O:19])[NH:8][C:9]4[CH:16]=[C:15]([CH3:17])[C:14]([CH3:18])=[CH:13][C:10]=4[C:11]=3[N:31]=2)=[CH:27][CH:28]=1. (10) The product is: [ClH:1].[N:16]12[CH2:21][CH2:20][CH:19]([CH2:18][CH2:17]1)[C@@H:14]([NH:13][C:11]([C:9]1[S:10][C:6]3[CH:5]=[C:4]([NH:3][C:36]([NH:35][C:31]([CH3:34])([CH3:33])[CH3:32])=[O:37])[CH:23]=[CH:22][C:7]=3[CH:8]=1)=[O:12])[CH2:15]2. Given the reactants [ClH:1].Cl.[NH2:3][C:4]1[CH:23]=[CH:22][C:7]2[CH:8]=[C:9]([C:11]([NH:13][C@@H:14]3[CH:19]4[CH2:20][CH2:21][N:16]([CH2:17][CH2:18]4)[CH2:15]3)=[O:12])[S:10][C:6]=2[CH:5]=1.C(N(CC)CC)C.[C:31]([N:35]=[C:36]=[O:37])([CH3:34])([CH3:33])[CH3:32], predict the reaction product.